The task is: Predict the reactants needed to synthesize the given product.. This data is from Full USPTO retrosynthesis dataset with 1.9M reactions from patents (1976-2016). (1) Given the product [CH3:3][C:4]1([CH3:32])[CH2:9][CH2:8][CH2:7][N:6]([C:10]2[C:30]([F:31])=[CH:29][C:13]3[C:14]4[C:15](=[O:28])[C:16]([C:23]([OH:25])=[O:24])=[CH:17][N:18]([CH3:22])[C:19]=4[CH:20]=[N:21][C:12]=3[CH:11]=2)[CH2:5]1, predict the reactants needed to synthesize it. The reactants are: [OH-].[K+].[CH3:3][C:4]1([CH3:32])[CH2:9][CH2:8][CH2:7][N:6]([C:10]2[C:30]([F:31])=[CH:29][C:13]3[C:14]4[C:15](=[O:28])[C:16]([C:23]([O:25]CC)=[O:24])=[CH:17][N:18]([CH3:22])[C:19]=4[CH:20]=[N:21][C:12]=3[CH:11]=2)[CH2:5]1.Cl. (2) Given the product [CH3:1][O:2][CH2:3][O:10][C:7]1[C:8]([O:9][CH2:17][O:19][CH3:20])=[C:3]([O:2][CH3:1])[CH:4]=[CH:5][C:6]=1[C:11](=[O:12])[C:13]1[CH:14]=[C:15]([O:23][CH3:24])[C:16]([O:21][CH3:22])=[C:17]([O:19][CH3:20])[CH:18]=1, predict the reactants needed to synthesize it. The reactants are: [CH3:1][O:2][C:3]1[CH:4]=[CH:5][C:6]([C:11]([C:13]2[CH:14]=[C:15]([O:23][CH3:24])[C:16]([O:21][CH3:22])=[C:17]([O:19][CH3:20])[CH:18]=2)=[O:12])=[C:7]([OH:10])[C:8]=1[OH:9]. (3) Given the product [Br:3][C:4]1[CH:9]=[CH:8][C:7]([S:10]([CH3:13])(=[N:12][CH3:14])=[O:11])=[CH:6][CH:5]=1, predict the reactants needed to synthesize it. The reactants are: [H-].[Na+].[Br:3][C:4]1[CH:9]=[CH:8][C:7]([S:10]([CH3:13])(=[NH:12])=[O:11])=[CH:6][CH:5]=1.[CH3:14]I. (4) Given the product [C:12]([C:11]1[N:7]([C:1]2[CH:6]=[CH:5][CH:4]=[CH:3][CH:2]=2)[N:8]=[CH:9][CH:10]=1)#[CH:13], predict the reactants needed to synthesize it. The reactants are: [C:1]1([N:7]2[C:11]([C:12]#[C:13][Si](C)(C)C)=[CH:10][CH:9]=[N:8]2)[CH:6]=[CH:5][CH:4]=[CH:3][CH:2]=1.C(=O)([O-])[O-].[K+].[K+].